Dataset: Catalyst prediction with 721,799 reactions and 888 catalyst types from USPTO. Task: Predict which catalyst facilitates the given reaction. (1) Reactant: [CH2:1]([C@H:8]([NH:31][C:32](=[O:38])[O:33][C:34](C)([CH3:36])[CH3:35])[C@@H:9]([OH:30])[CH:10]([NH:18][S:19]([C:22]1[CH:27]=[CH:26][C:25]([O:28][CH3:29])=[CH:24][CH:23]=1)(=[O:21])=[O:20])[O:11][CH:12]1[CH2:17][CH2:16][CH2:15][CH2:14][CH2:13]1)[C:2]1[CH:7]=[CH:6][CH:5]=[CH:4][CH:3]=1.[C:39](O)(=[O:41])C. Product: [CH2:1]([C@H:8]([NH:31][C:32](=[O:38])[O:33][C@H:34]1[CH2:36][CH2:39][O:41][CH2:35]1)[C@@H:9]([OH:30])[CH:10]([NH:18][S:19]([C:22]1[CH:27]=[CH:26][C:25]([O:28][CH3:29])=[CH:24][CH:23]=1)(=[O:21])=[O:20])[O:11][CH:12]1[CH2:17][CH2:16][CH2:15][CH2:14][CH2:13]1)[C:2]1[CH:7]=[CH:6][CH:5]=[CH:4][CH:3]=1. The catalyst class is: 157. (2) Reactant: [Br:1][C:2]1[CH:3]=[C:4]([CH:21]=[CH:22][CH:23]=1)[CH2:5][N:6]([CH3:20])[CH2:7][C:8]([C:10]1[CH:19]=[CH:18][C:17]2[C:12](=[CH:13][CH:14]=[CH:15][CH:16]=2)[CH:11]=1)=[O:9].[BH4-].[Na+]. Product: [Br:1][C:2]1[CH:3]=[C:4]([CH:21]=[CH:22][CH:23]=1)[CH2:5][N:6]([CH3:20])[CH2:7][CH:8]([C:10]1[CH:19]=[CH:18][C:17]2[C:12](=[CH:13][CH:14]=[CH:15][CH:16]=2)[CH:11]=1)[OH:9]. The catalyst class is: 5. (3) Reactant: [CH2:1]([O:3][C:4]([C:6]1[N:7]=[CH:8][N:9]([C@H:17]2[C@H:22]([OH:23])[CH2:21][CH2:20][N:19]([C:24]([O:26][CH2:27][C:28]3[CH:33]=[CH:32][CH:31]=[CH:30][CH:29]=3)=[O:25])[CH2:18]2)[C:10]=1[C:11]1[CH:16]=[CH:15][CH:14]=[CH:13][CH:12]=1)=[O:5])[CH3:2].C(N(CC)CC)C.N1C=CC=CC=1.O. Product: [CH2:1]([O:3][C:4]([C:6]1[N:7]=[CH:8][N:9]([CH:17]2[C:22](=[O:23])[CH2:21][CH2:20][N:19]([C:24]([O:26][CH2:27][C:28]3[CH:33]=[CH:32][CH:31]=[CH:30][CH:29]=3)=[O:25])[CH2:18]2)[C:10]=1[C:11]1[CH:12]=[CH:13][CH:14]=[CH:15][CH:16]=1)=[O:5])[CH3:2]. The catalyst class is: 16. (4) Reactant: C([O-])([O-])=O.[K+].[K+].[C:7]([C:11]1[N:16]=[C:15]([O:17][C:18]2[C:23]([CH3:24])=[CH:22][C:21]([CH3:25])=[CH:20][C:19]=2[CH3:26])[C:14]([C:27]([OH:29])=O)=[CH:13][CH:12]=1)([CH3:10])([CH3:9])[CH3:8].[S:30]([C:34]1[S:35][CH:36]=[C:37]([NH:39][C:40](=[O:46])[O:41][C:42]([CH3:45])([CH3:44])[CH3:43])[N:38]=1)(=[O:33])(=[O:32])[NH2:31].CN(C(ON1N=NC2C=CC=NC1=2)=[N+](C)C)C.F[P-](F)(F)(F)(F)F. Product: [C:7]([C:11]1[N:16]=[C:15]([O:17][C:18]2[C:23]([CH3:24])=[CH:22][C:21]([CH3:25])=[CH:20][C:19]=2[CH3:26])[C:14]([C:27]([NH:31][S:30]([C:34]2[S:35][CH:36]=[C:37]([NH:39][C:40](=[O:46])[O:41][C:42]([CH3:44])([CH3:43])[CH3:45])[N:38]=2)(=[O:32])=[O:33])=[O:29])=[CH:13][CH:12]=1)([CH3:8])([CH3:9])[CH3:10]. The catalyst class is: 9. (5) Reactant: Br[C:2]1[CH:3]=[C:4]([NH:8][C@H:9]([C:16]2[CH:21]=[CH:20][CH:19]=[CH:18][CH:17]=2)[CH2:10][NH:11][C:12](=[O:15])[CH2:13][OH:14])[CH:5]=[N:6][CH:7]=1.[F:22][C:23]1[C:31]2[C:26](=[CH:27][CH:28]=[C:29](B3OC(C)(C)C(C)(C)O3)[CH:30]=2)[NH:25][N:24]=1.C([O-])([O-])=O.[K+].[K+]. Product: [F:22][C:23]1[C:31]2[C:26](=[CH:27][CH:28]=[C:29]([C:2]3[CH:3]=[C:4]([NH:8][C@H:9]([C:16]4[CH:21]=[CH:20][CH:19]=[CH:18][CH:17]=4)[CH2:10][NH:11][C:12](=[O:15])[CH2:13][OH:14])[CH:5]=[N:6][CH:7]=3)[CH:30]=2)[NH:25][N:24]=1. The catalyst class is: 70. (6) Reactant: Cl[C:2]1[C:7]([C:8]([NH2:10])=[O:9])=[CH:6][N:5]=[C:4]([Cl:11])[CH:3]=1.[C:12]1([C:18]2([NH2:21])[CH2:20][CH2:19]2)[CH:17]=[CH:16][CH:15]=[CH:14][CH:13]=1.CCN(C(C)C)C(C)C. Product: [Cl:11][C:4]1[CH:3]=[C:2]([NH:21][C:18]2([C:12]3[CH:17]=[CH:16][CH:15]=[CH:14][CH:13]=3)[CH2:20][CH2:19]2)[C:7]([C:8]([NH2:10])=[O:9])=[CH:6][N:5]=1. The catalyst class is: 751. (7) The catalyst class is: 6. Reactant: O1CCOCC1.[OH-].[Li+].[CH:9]1([C:14]([N:16]2[CH2:21][CH:20]([C:22]3[CH:27]=[CH:26][C:25]([CH:28]([CH3:30])[CH3:29])=[CH:24][CH:23]=3)[CH2:19][CH:18]([C:31]([O:33]CC)=[O:32])[CH2:17]2)=[O:15])[CH2:13][CH2:12][CH2:11][CH2:10]1. Product: [CH:9]1([C:14]([N:16]2[CH2:21][CH:20]([C:22]3[CH:23]=[CH:24][C:25]([CH:28]([CH3:29])[CH3:30])=[CH:26][CH:27]=3)[CH2:19][CH:18]([C:31]([OH:33])=[O:32])[CH2:17]2)=[O:15])[CH2:10][CH2:11][CH2:12][CH2:13]1.